This data is from CYP2C9 inhibition data for predicting drug metabolism from PubChem BioAssay. The task is: Regression/Classification. Given a drug SMILES string, predict its absorption, distribution, metabolism, or excretion properties. Task type varies by dataset: regression for continuous measurements (e.g., permeability, clearance, half-life) or binary classification for categorical outcomes (e.g., BBB penetration, CYP inhibition). Dataset: cyp2c9_veith. (1) The compound is N[C@@H](CO)C(=O)NNCc1ccc(O)c(O)c1O. The result is 0 (non-inhibitor). (2) The compound is N[C@@]1(C(=O)O)CCC[C@@H]1C(=O)O. The result is 0 (non-inhibitor). (3) The drug is O=c1c(CCc2ccccc2)nc2cnc(N3CCOCC3)nc2n1Cc1ccc(F)cc1. The result is 0 (non-inhibitor). (4) The result is 0 (non-inhibitor). The compound is CCn1c(CCCc2nc3c([nH]2)c(=O)n(C)c(=O)n3C)nc2c1c(=O)n(C)c(=O)n2C. (5) The compound is CN1CCCN=C1/C=C\c1cccc(O)c1.O=C(O)c1cc2ccccc2c(Cc2cc3ccccc3c(C(=O)O)c2O)c1O. The result is 0 (non-inhibitor). (6) The drug is COc1cccc(N2C(=O)C(CC(=O)Nc3ccccc3)N(C3CCCCC3)C2=O)c1. The result is 1 (inhibitor). (7) The molecule is CC(C)OC(=O)c1cc2c(OC[C@@H](O)CNC(C)(C)C)cccc2[nH]1. The result is 0 (non-inhibitor). (8) The compound is O=C(O)c1nc(-c2ccccc2)[nH]c1C(=O)O. The result is 0 (non-inhibitor). (9) The drug is CCC(C)N1C(=O)S/C(=C/c2ccc(Sc3nc4ccccc4[nH]3)o2)C1=O. The result is 1 (inhibitor).